This data is from Forward reaction prediction with 1.9M reactions from USPTO patents (1976-2016). The task is: Predict the product of the given reaction. Given the reactants [CH3:1][C:2]1[CH:7]=[C:6]([CH3:8])[CH:5]=[C:4]([CH3:9])[C:3]=1[CH:10]1[C:18](=[O:19])[CH:17]2[CH:12]([CH:13]3[O:20][CH:16]2[CH:15]=[CH:14]3)[C:11]1=[O:21], predict the reaction product. The product is: [CH3:1][C:2]1[CH:7]=[C:6]([CH3:8])[CH:5]=[C:4]([CH3:9])[C:3]=1[CH:10]1[C:11](=[O:21])[CH:12]2[CH:17]([CH:16]3[O:20][CH:13]2[CH2:14][CH2:15]3)[C:18]1=[O:19].